This data is from CYP3A4 inhibition data for predicting drug metabolism from PubChem BioAssay. The task is: Regression/Classification. Given a drug SMILES string, predict its absorption, distribution, metabolism, or excretion properties. Task type varies by dataset: regression for continuous measurements (e.g., permeability, clearance, half-life) or binary classification for categorical outcomes (e.g., BBB penetration, CYP inhibition). Dataset: cyp3a4_veith. (1) The drug is CCCc1nnc(NC(=O)CN2C(=O)C3C4C=CC(C4)C3C2=O)s1. The result is 1 (inhibitor). (2) The molecule is CC(=O)NCCNc1nc(-c2cccnc2)nc2ccccc12. The result is 1 (inhibitor).